Dataset: Catalyst prediction with 721,799 reactions and 888 catalyst types from USPTO. Task: Predict which catalyst facilitates the given reaction. (1) Reactant: [CH3:1][C:2]1([CH3:38])[O:6][CH:5]([CH2:7][O:8][CH2:9][CH2:10][C:11]2[C:16]([CH:17]([C:19]3[CH:24]=[CH:23][C:22]([O:25][CH3:26])=[C:21]([F:27])[CH:20]=3)[OH:18])=[C:15]([O:28][CH2:29][O:30][CH3:31])[CH:14]=[C:13]([O:32][CH2:33][O:34][CH3:35])[C:12]=2[CH2:36][CH3:37])[CH2:4][O:3]1.[Cr](O[Cr]([O-])(=O)=O)([O-])(=O)=O.[NH+]1C=CC=CC=1.[NH+]1C=CC=CC=1. Product: [F:27][C:21]1[CH:20]=[C:19]([C:17]([C:16]2[C:11]([CH2:10][CH2:9][O:8][CH2:7][CH:5]3[CH2:4][O:3][C:2]([CH3:1])([CH3:38])[O:6]3)=[C:12]([CH2:36][CH3:37])[C:13]([O:32][CH2:33][O:34][CH3:35])=[CH:14][C:15]=2[O:28][CH2:29][O:30][CH3:31])=[O:18])[CH:24]=[CH:23][C:22]=1[O:25][CH3:26]. The catalyst class is: 268. (2) Reactant: [CH3:1][O:2][C:3]([CH:5]([NH2:14])[CH2:6][C:7]1[CH:12]=[CH:11][C:10]([Cl:13])=[CH:9][CH:8]=1)=[O:4].Cl.[C:16](=O)([O-])[O-].[Na+].[Na+].Br[CH2:23][CH2:24][CH2:25][CH2:26]Br. Product: [Cl:13][C:10]1[CH:9]=[CH:8][C:7]([CH2:6][CH:5]([N:14]2[CH2:26][CH2:25][CH2:24][CH2:23]2)[C:3]([O:2][CH2:1][CH3:16])=[O:4])=[CH:12][CH:11]=1. The catalyst class is: 8. (3) Reactant: [I:1][C:2]1[N:6]([CH2:7][CH2:8][C:9]2[CH:14]=[CH:13][CH:12]=[CH:11][CH:10]=2)[CH:5]=[N:4][C:3]=1[C:15]1[CH:20]=[CH:19][CH:18]=[CH:17][CH:16]=1.IC1N=CN(CCC2C=CC=CC=2)C=1C1C=CC=CC=1.[Li+].CC([N-]C(C)C)C.CN([CH:52]=[O:53])C. Product: [I:1][C:2]1[N:6]([CH2:7][CH2:8][C:9]2[CH:14]=[CH:13][CH:12]=[CH:11][CH:10]=2)[C:5]([CH:52]=[O:53])=[N:4][C:3]=1[C:15]1[CH:20]=[CH:19][CH:18]=[CH:17][CH:16]=1. The catalyst class is: 1. (4) Reactant: Cl.[NH2:2][OH:3].N1C=CC=CC=1.[CH:10]([C:12]1[S:16][C:15]([C:17]([O:19][CH3:20])=[O:18])=[CH:14][CH:13]=1)=O. Product: [OH:3][N:2]=[CH:10][C:12]1[S:16][C:15]([C:17]([O:19][CH3:20])=[O:18])=[CH:14][CH:13]=1. The catalyst class is: 14. (5) Reactant: [C:1](=[NH:23])([O:3][CH2:4][CH2:5][C:6]1[CH:11]=[CH:10][C:9]([O:12][C:13]2[CH:14]=[N:15][C:16]([C:19]([F:22])([F:21])[F:20])=[CH:17][CH:18]=2)=[CH:8][CH:7]=1)[NH2:2].[CH2:24](/[C:26](=[CH:32]/O)/[C:27](OCC)=[O:28])[CH3:25].C([O-])([O-])=O.[K+].[K+]. Product: [CH2:24]([C:26]1[C:27](=[O:28])[N:23]=[C:1]([O:3][CH2:4][CH2:5][C:6]2[CH:7]=[CH:8][C:9]([O:12][C:13]3[CH:14]=[N:15][C:16]([C:19]([F:22])([F:21])[F:20])=[CH:17][CH:18]=3)=[CH:10][CH:11]=2)[NH:2][CH:32]=1)[CH3:25]. The catalyst class is: 3. (6) Reactant: [CH2:1]([CH2:6][CH2:7][NH2:8])[CH2:2][CH2:3][CH2:4][NH2:5].[C:9]([O:16][CH2:17][CH3:18])(=[O:15])[C:10]([O:12]CC)=O. Product: [CH2:17]([O:16][C:9](=[O:15])[C:10]([NH:5][CH2:4][CH2:3][CH2:2][CH2:1][CH2:6][CH2:7][NH:8][C:10](=[O:12])[C:9]([OH:16])=[O:15])=[O:12])[CH3:18]. The catalyst class is: 8. (7) Reactant: [O:1]1CCO[CH:2]1[C:6]1[CH:7]=[C:8]([CH:28]=[C:29]([CH3:31])[CH:30]=1)[O:9][C:10]1[N:15]([CH2:16][C:17]2[CH:22]=[CH:21][N:20]=[CH:19][CH:18]=2)[C:14](=[O:23])[NH:13][C:12](=[O:24])[C:11]=1[CH:25]([CH3:27])[CH3:26].O.C1(C)C=CC(S(O)(=O)=O)=CC=1.C(=O)(O)[O-].[Na+]. Product: [CH:25]([C:11]1[C:12](=[O:24])[NH:13][C:14](=[O:23])[N:15]([CH2:16][C:17]2[CH:18]=[CH:19][N:20]=[CH:21][CH:22]=2)[C:10]=1[O:9][C:8]1[CH:7]=[C:6]([CH:30]=[C:29]([CH3:31])[CH:28]=1)[CH:2]=[O:1])([CH3:27])[CH3:26]. The catalyst class is: 283. (8) Reactant: [CH2:1]([CH:5]1[CH2:13][C:12]2[C:7](=[CH:8][CH:9]=[C:10]([O:14][CH2:15][O:16][CH3:17])[CH:11]=2)[C:6]1=[O:18])[CH2:2][CH2:3][CH3:4].[H-].[Na+].Br[CH2:22][CH2:23][CH2:24][CH:25]=[CH2:26]. Product: [CH2:1]([C:5]1([CH2:26][CH2:25][CH2:24][CH:23]=[CH2:22])[CH2:13][C:12]2[C:7](=[CH:8][CH:9]=[C:10]([O:14][CH2:15][O:16][CH3:17])[CH:11]=2)[C:6]1=[O:18])[CH2:2][CH2:3][CH3:4]. The catalyst class is: 9. (9) Reactant: [CH3:1][C:2]1[N:7]=[CH:6][C:5]([N:8]2[CH:12]=[C:11]([C:13]3[S:14][CH:15]=[CH:16][N:17]=3)[N:10]=[C:9]2[C:18]2[CH:23]=[CH:22][C:21]([NH:24][C:25]3[C:30]([N+:31]([O-])=O)=[CH:29][CH:28]=[CH:27][N:26]=3)=[CH:20][CH:19]=2)=[CH:4][CH:3]=1.[H][H]. Product: [CH3:1][C:2]1[N:7]=[CH:6][C:5]([N:8]2[CH:12]=[C:11]([C:13]3[S:14][CH:15]=[CH:16][N:17]=3)[N:10]=[C:9]2[C:18]2[CH:19]=[CH:20][C:21]([NH:24][C:25]3[C:30]([NH2:31])=[CH:29][CH:28]=[CH:27][N:26]=3)=[CH:22][CH:23]=2)=[CH:4][CH:3]=1. The catalyst class is: 45.